This data is from Peptide-MHC class I binding affinity with 185,985 pairs from IEDB/IMGT. The task is: Regression. Given a peptide amino acid sequence and an MHC pseudo amino acid sequence, predict their binding affinity value. This is MHC class I binding data. (1) The peptide sequence is NLEKQIATL. The MHC is HLA-A68:02 with pseudo-sequence HLA-A68:02. The binding affinity (normalized) is 0.0588. (2) The peptide sequence is LLVISGLFPV. The MHC is HLA-A02:17 with pseudo-sequence HLA-A02:17. The binding affinity (normalized) is 0.647. (3) The peptide sequence is IPRLLRTFL. The MHC is HLA-A30:01 with pseudo-sequence HLA-A30:01. The binding affinity (normalized) is 0.0847. (4) The peptide sequence is AVFIHNFKRK. The MHC is HLA-A29:02 with pseudo-sequence HLA-A29:02. The binding affinity (normalized) is 0.0480. (5) The peptide sequence is AVCINNTFL. The MHC is H-2-Db with pseudo-sequence H-2-Db. The binding affinity (normalized) is 0.435. (6) The binding affinity (normalized) is 0.671. The peptide sequence is KLGGGQYGV. The MHC is HLA-A02:01 with pseudo-sequence HLA-A02:01. (7) The peptide sequence is RLITANPIV. The MHC is HLA-A02:17 with pseudo-sequence HLA-A02:17. The binding affinity (normalized) is 0.557. (8) The peptide sequence is VTERIFREY. The MHC is HLA-A30:01 with pseudo-sequence HLA-A30:01. The binding affinity (normalized) is 0.233. (9) The peptide sequence is AALHAEGPL. The MHC is H-2-Db with pseudo-sequence H-2-Db. The binding affinity (normalized) is 0.239. (10) The peptide sequence is RIAQGVLQR. The MHC is HLA-A03:01 with pseudo-sequence HLA-A03:01. The binding affinity (normalized) is 0.571.